From a dataset of Catalyst prediction with 721,799 reactions and 888 catalyst types from USPTO. Predict which catalyst facilitates the given reaction. Reactant: [CH2:1]1[C:6](=O)[CH2:5][CH2:4][N:3]([CH2:8][C:9]2[CH:14]=[CH:13][CH:12]=[CH:11][CH:10]=2)[CH2:2]1.Cl.[CH2:16]([NH2:18])[CH3:17].[C-:19]#[N:20].[K+].C(O)(C)C. Product: [CH2:8]([N:3]1[CH2:4][CH2:5][C:6]([NH:18][CH2:16][CH3:17])([C:19]#[N:20])[CH2:1][CH2:2]1)[C:9]1[CH:14]=[CH:13][CH:12]=[CH:11][CH:10]=1. The catalyst class is: 40.